This data is from Reaction yield outcomes from USPTO patents with 853,638 reactions. The task is: Predict the reaction yield, written as a fraction of the theoretical maximum amount of product (1.0 means a 100% yield; for example, 0.34 means a 34% yield). (1) The reactants are [F:1][C:2]1[C:3]([C:9]#[N:10])=[N:4][CH:5]=[C:6](F)[CH:7]=1.[F:11][C:12]([F:16])([F:15])[CH2:13][OH:14].[H-].[Na+].O. The catalyst is CN(C)P(=O)(N(C)C)N(C)C. The product is [F:1][C:2]1[C:3]([C:9]#[N:10])=[N:4][CH:5]=[C:6]([O:14][CH2:13][C:12]([F:16])([F:15])[F:11])[CH:7]=1. The yield is 0.250. (2) The reactants are [CH2:1]([O:8][C:9]1[CH:17]=[C:16]([O:18][CH2:19][C:20]2[CH:25]=[CH:24][CH:23]=[CH:22][CH:21]=2)[C:15]([C:26]([CH3:28])=[CH2:27])=[CH:14][C:10]=1[C:11]([OH:13])=O)[C:2]1[CH:7]=[CH:6][CH:5]=[CH:4][CH:3]=1.Br.[OH:30][C:31]1[CH:39]=[CH:38][CH:37]=[C:36]2[C:32]=1[CH2:33][NH:34][CH2:35]2.Cl.C(N=C=NCCCN(C)C)C.ON1C2C=CC=CC=2N=N1.C(N(CC)CC)C. The catalyst is CN(C)C=O. The product is [CH2:1]([O:8][C:9]1[CH:17]=[C:16]([O:18][CH2:19][C:20]2[CH:21]=[CH:22][CH:23]=[CH:24][CH:25]=2)[C:15]([C:26]([CH3:28])=[CH2:27])=[CH:14][C:10]=1[C:11]([N:34]1[CH2:33][C:32]2[C:36](=[CH:37][CH:38]=[CH:39][C:31]=2[OH:30])[CH2:35]1)=[O:13])[C:2]1[CH:7]=[CH:6][CH:5]=[CH:4][CH:3]=1. The yield is 0.960. (3) The reactants are [F:1][C:2]1[CH:3]=[C:4]2[C:8](=[CH:9][CH:10]=1)[N:7]([S:11]([C:14]1[CH:19]=[CH:18][C:17]([CH3:20])=[CH:16][CH:15]=1)(=[O:13])=[O:12])[CH:6]=[CH:5]2.[Cl:21][S:22](O)(=[O:24])=[O:23]. The catalyst is CC#N. The product is [F:1][C:2]1[CH:3]=[C:4]2[C:8](=[CH:9][CH:10]=1)[N:7]([S:11]([C:14]1[CH:19]=[CH:18][C:17]([CH3:20])=[CH:16][CH:15]=1)(=[O:13])=[O:12])[CH:6]=[C:5]2[S:22]([Cl:21])(=[O:24])=[O:23]. The yield is 0.980. (4) The reactants are N[C@H:2]([C:6]([OH:8])=[O:7])[C@@H:3]([CH3:5])[OH:4].[C:9](=O)([O-])[O-].[Na+].[Na+].O.[C:16]1([C:22]2[N:27]=[C:26]([C:28](Cl)=[O:29])[CH:25]=[CH:24][CH:23]=2)[CH:21]=[CH:20][CH:19]=[CH:18][CH:17]=1. The catalyst is C1(C)C=CC=CC=1. The product is [OH:4][C@H:3]([CH3:5])[C@H:2]([CH2:9][C:28](=[O:29])[C:26]1[CH:25]=[CH:24][CH:23]=[C:22]([C:16]2[CH:21]=[CH:20][CH:19]=[CH:18][CH:17]=2)[N:27]=1)[C:6]([OH:8])=[O:7]. The yield is 0.940. (5) The reactants are [F:1][C:2]1[CH:17]=[CH:16][C:5]([CH2:6][NH:7][C:8]([C:10]2[S:11][CH:12]=[CH:13][C:14]=2[CH3:15])=[O:9])=[CH:4][CH:3]=1.C(NC(C1OC=CC=1C)=O)C1C=CC=CC=1.[Br:34]N1C(=O)CCC1=O. No catalyst specified. The product is [Br:34][C:12]1[S:11][C:10]([C:8]([NH:7][CH2:6][C:5]2[CH:16]=[CH:17][C:2]([F:1])=[CH:3][CH:4]=2)=[O:9])=[C:14]([CH3:15])[CH:13]=1. The yield is 0.870.